From a dataset of Forward reaction prediction with 1.9M reactions from USPTO patents (1976-2016). Predict the product of the given reaction. (1) Given the reactants [F:1][C:2]([F:42])([F:41])[C@H:3]([N:28]1[CH2:32][CH2:31][C@H:30]([NH:33]C(=O)OC(C)(C)C)[CH2:29]1)[C:4]1[CH:5]=[CH:6][C:7]2[N:8]([C:10]([C:13]3[CH:22]=[CH:21][C:20]4[C:15](=[CH:16][C:17]([O:24][CH:25]([CH3:27])[CH3:26])=[C:18]([F:23])[CH:19]=4)[N:14]=3)=[N:11][N:12]=2)[CH:9]=1, predict the reaction product. The product is: [F:42][C:2]([F:1])([F:41])[C@H:3]([N:28]1[CH2:32][CH2:31][C@H:30]([NH2:33])[CH2:29]1)[C:4]1[CH:5]=[CH:6][C:7]2[N:8]([C:10]([C:13]3[CH:22]=[CH:21][C:20]4[C:15](=[CH:16][C:17]([O:24][CH:25]([CH3:27])[CH3:26])=[C:18]([F:23])[CH:19]=4)[N:14]=3)=[N:11][N:12]=2)[CH:9]=1. (2) The product is: [CH3:1][C:2]1[CH:7]=[CH:6][C:5]([CH:8]([C:10]2[CH:15]=[CH:14][C:13]([CH3:16])=[CH:12][CH:11]=2)[C:21]2[CH:20]=[CH:19][C:18](=[O:23])[NH:17][CH:22]=2)=[CH:4][CH:3]=1. Given the reactants [CH3:1][C:2]1[CH:7]=[CH:6][C:5]([CH:8]([C:10]2[CH:15]=[CH:14][C:13]([CH3:16])=[CH:12][CH:11]=2)O)=[CH:4][CH:3]=1.[NH:17]1[CH:22]=[CH:21][CH:20]=[CH:19][C:18]1=[O:23].OS(O)(=O)=O.O, predict the reaction product. (3) Given the reactants [CH3:1][N:2]1[C:11]2[C:6](=[CH:7][C:8]3[O:14][CH2:13][O:12][C:9]=3[CH:10]=2)[CH:5]([C:15]2[CH:20]=[CH:19][CH:18]=[CH:17][CH:16]=2)[NH:4][C:3]1=[O:21].[O-][Mn](=O)(=O)=O.[K+], predict the reaction product. The product is: [CH3:1][N:2]1[C:11]2[C:6](=[CH:7][C:8]3[O:14][CH2:13][O:12][C:9]=3[CH:10]=2)[C:5]([C:15]2[CH:20]=[CH:19][CH:18]=[CH:17][CH:16]=2)=[N:4][C:3]1=[O:21]. (4) Given the reactants I[C:2]1[CH:7]=[CH:6][C:5]([CH2:8][CH2:9][CH2:10][N:11]2[CH2:16][CH2:15][CH:14]([CH3:17])[CH2:13][CH2:12]2)=[C:4]([CH3:18])[CH:3]=1.[Cl:19][C:20]1[CH:25]=[CH:24][C:23]([C:26]2[CH:27]=[CH:28][C:29]([C:32]#[CH:33])=[N:30][CH:31]=2)=[CH:22][CH:21]=1, predict the reaction product. The product is: [Cl:19][C:20]1[CH:21]=[CH:22][C:23]([C:26]2[CH:27]=[CH:28][C:29]([C:32]#[C:33][C:2]3[CH:7]=[CH:6][C:5]([CH2:8][CH2:9][CH2:10][N:11]4[CH2:16][CH2:15][CH:14]([CH3:17])[CH2:13][CH2:12]4)=[C:4]([CH3:18])[CH:3]=3)=[N:30][CH:31]=2)=[CH:24][CH:25]=1. (5) The product is: [OH:1][C:2]1[CH:3]=[CH:4][C:5]([CH2:8][CH2:9][C:10]([O:12][CH2:19][C:20]2[CH:25]=[CH:24][CH:23]=[CH:22][CH:21]=2)=[O:11])=[CH:6][CH:7]=1. Given the reactants [OH:1][C:2]1[CH:7]=[CH:6][C:5]([CH2:8][CH2:9][C:10]([OH:12])=[O:11])=[CH:4][CH:3]=1.C(=O)([O-])[O-].[K+].[K+].[CH2:19](Br)[C:20]1[CH:25]=[CH:24][CH:23]=[CH:22][CH:21]=1, predict the reaction product. (6) Given the reactants Cl[C:2]1[N:7]=[C:6]([C:8]2[CH:9]=[C:10]([CH:21]=[CH:22][CH:23]=2)[CH2:11][N:12]2[CH2:17][CH2:16][NH:15][CH2:14][CH:13]2[C:18]([OH:20])=[O:19])[CH:5]=[CH:4][N:3]=1.[F:24][C:25]1[CH:26]=[C:27]([CH2:32][CH2:33][NH2:34])[CH:28]=[C:29]([F:31])[CH:30]=1, predict the reaction product. The product is: [F:24][C:25]1[CH:26]=[C:27]([CH2:32][CH2:33][NH:34][C:2]2[N:7]=[C:6]([C:8]3[CH:9]=[C:10]([CH:21]=[CH:22][CH:23]=3)[CH2:11][N:12]3[CH2:17][CH2:16][NH:15][CH2:14][CH:13]3[C:18]([OH:20])=[O:19])[CH:5]=[CH:4][N:3]=2)[CH:28]=[C:29]([F:31])[CH:30]=1.